From a dataset of Catalyst prediction with 721,799 reactions and 888 catalyst types from USPTO. Predict which catalyst facilitates the given reaction. (1) The catalyst class is: 244. Reactant: [Br:1][C:2]1[N:7]=[CH:6][C:5]([CH:8]([C:10]2[CH:15]=[CH:14][C:13]([Cl:16])=[CH:12][C:11]=2[Cl:17])O)=[CH:4][CH:3]=1.C(N(CC)CC)C.S(Cl)([Cl:27])=O. Product: [Br:1][C:2]1[N:7]=[CH:6][C:5]([CH:8]([Cl:27])[C:10]2[CH:15]=[CH:14][C:13]([Cl:16])=[CH:12][C:11]=2[Cl:17])=[CH:4][CH:3]=1. (2) Reactant: [CH2:1]1[S:5][C@@H:4]([CH2:6][CH2:7][CH2:8][CH2:9][C:10]([OH:12])=[O:11])[C@H:3]2[NH:13][C:14]([NH:16][C@@H:2]12)=[O:15].C(N(C(C)C)CC)(C)C.CN(C(O[N:34]1[N:42]=[N:41]C2C=CC=NC1=2)=[N+](C)C)C.F[P-](F)(F)(F)(F)F.N(CCCN)=[N+]=[N-]. Product: [N-:41]=[N+:42]=[N-:34].[OH:12][C:10]([CH2:9][CH2:8][CH2:7][CH2:6][C@H:4]1[C@@H:3]2[C@@H:2]([NH:16][C:14]([NH:13]2)=[O:15])[CH2:1][S:5]1)=[O:11]. The catalyst class is: 3. (3) Reactant: [NH2:1][C:2]1[CH:3]=[C:4]([CH:8]=[CH:9][C:10]=1[Cl:11])[C:5]([OH:7])=[O:6].[C:12](=O)([O-])[O-].CI.C(OCC)(=O)C. Product: [NH2:1][C:2]1[CH:3]=[C:4]([CH:8]=[CH:9][C:10]=1[Cl:11])[C:5]([O:7][CH3:12])=[O:6]. The catalyst class is: 483.